Predict the reactants needed to synthesize the given product. From a dataset of Full USPTO retrosynthesis dataset with 1.9M reactions from patents (1976-2016). (1) The reactants are: [CH2:1]([N:8]([CH2:30][C:31]1[CH:36]=[CH:35][CH:34]=[CH:33][CH:32]=1)[S:9]([C:12]1[CH:21]=[C:20]2[C:15]([CH:16]=[CH:17][C:18]([NH:22][C:23](=[O:29])[O:24][C:25]([CH3:28])([CH3:27])[CH3:26])=[CH:19]2)=[CH:14][CH:13]=1)(=[O:11])=[O:10])[C:2]1[CH:7]=[CH:6][CH:5]=[CH:4][CH:3]=1.C1C(=O)N([Br:44])C(=O)C1.C([O-])([O-])=O.[K+].[K+]. Given the product [Br:44][C:19]1[C:20]2[C:15](=[CH:14][CH:13]=[C:12]([S:9]([N:8]([CH2:1][C:2]3[CH:3]=[CH:4][CH:5]=[CH:6][CH:7]=3)[CH2:30][C:31]3[CH:32]=[CH:33][CH:34]=[CH:35][CH:36]=3)(=[O:11])=[O:10])[CH:21]=2)[CH:16]=[CH:17][C:18]=1[NH:22][C:23](=[O:29])[O:24][C:25]([CH3:28])([CH3:27])[CH3:26], predict the reactants needed to synthesize it. (2) Given the product [C:27]([O:26][C:24]([NH:23][CH2:22][CH2:21][N:3]1[C:4]2[C:9](=[CH:8][CH:7]=[C:6]([C:17]([O:19][CH3:20])=[O:18])[CH:5]=2)[C:10]([CH:11]2[CH2:16][CH2:15][CH2:14][CH2:13][CH2:12]2)=[C:2]1[C:4]1[CH:9]=[CH:8][CH:7]=[CH:6][C:5]=1[CH:31]=[O:34])=[O:25])([CH3:30])([CH3:29])[CH3:28], predict the reactants needed to synthesize it. The reactants are: Br[C:2]1[N:3]([CH2:21][CH2:22][NH:23][C:24]([O:26][C:27]([CH3:30])([CH3:29])[CH3:28])=[O:25])[C:4]2[C:9]([C:10]=1[CH:11]1[CH2:16][CH2:15][CH2:14][CH2:13][CH2:12]1)=[CH:8][CH:7]=[C:6]([C:17]([O:19][CH3:20])=[O:18])[CH:5]=2.[C:31](=[O:34])([O-])O.[Na+]. (3) Given the product [C:20]([O:24][C:25]([N:10]1[CH2:11][CH2:12][C@@H:13]([C:14]2[CH:19]=[CH:18][CH:17]=[CH:16][CH:15]=2)[C@H:8]([C:4]2[CH:5]=[CH:6][CH:7]=[C:2]([Cl:1])[CH:3]=2)[CH2:9]1)=[O:26])([CH3:23])([CH3:22])[CH3:21], predict the reactants needed to synthesize it. The reactants are: [Cl:1][C:2]1[CH:3]=[C:4]([C@H:8]2[C@H:13]([C:14]3[CH:19]=[CH:18][CH:17]=[CH:16][CH:15]=3)[CH2:12][CH2:11][NH:10][CH2:9]2)[CH:5]=[CH:6][CH:7]=1.[C:20]([O:24][C:25](O[C:25]([O:24][C:20]([CH3:23])([CH3:22])[CH3:21])=[O:26])=[O:26])([CH3:23])([CH3:22])[CH3:21].C([O-])(O)=O.[Na+]. (4) Given the product [Br:10][C:8]1[CH:7]=[N:6][C:5]([NH:21][CH2:20][CH2:19][N:16]2[CH2:17][CH2:18][O:13][CH2:14][CH2:15]2)=[C:4]([CH:9]=1)[C:3]([O:2][CH3:1])=[O:12], predict the reactants needed to synthesize it. The reactants are: [CH3:1][O:2][C:3](=[O:12])[C:4]1[CH:9]=[C:8]([Br:10])[CH:7]=[N:6][C:5]=1Cl.[O:13]1[CH2:18][CH2:17][N:16]([CH2:19][CH2:20][NH2:21])[CH2:15][CH2:14]1. (5) Given the product [CH3:1][C:2]1[CH:31]=[CH:30][C:5]([C:6]([NH:8][C:9]2[C:22]3[C:21](=[O:23])[C:20]4[C:15](=[CH:16][CH:17]=[CH:18][CH:19]=4)[C:14](=[O:24])[C:13]=3[CH:12]=[CH:11][C:10]=2[NH:25][C:26](=[O:29])[CH2:27][N:50]2[CH2:51][CH2:52][N:47]([C:42]3[CH:43]=[CH:44][CH:45]=[CH:46][N:41]=3)[CH2:48][CH2:49]2)=[O:7])=[CH:4][CH:3]=1, predict the reactants needed to synthesize it. The reactants are: [CH3:1][C:2]1[CH:31]=[CH:30][C:5]([C:6]([NH:8][C:9]2[C:22]3[C:21](=[O:23])[C:20]4[C:15](=[CH:16][CH:17]=[CH:18][CH:19]=4)[C:14](=[O:24])[C:13]=3[CH:12]=[CH:11][C:10]=2[NH:25][C:26](=[O:29])[CH2:27]Cl)=[O:7])=[CH:4][CH:3]=1.CCN(C(C)C)C(C)C.[N:41]1[CH:46]=[CH:45][CH:44]=[CH:43][C:42]=1[N:47]1[CH2:52][CH2:51][NH:50][CH2:49][CH2:48]1.C(OCC)(=O)C. (6) Given the product [F:1][C:2]1[C:7]([O:8][CH3:9])=[CH:6][C:5]([O:10][CH3:11])=[C:4]([F:12])[C:3]=1[C:13]1[N:18]=[C:17]2[NH:19][N:20]=[C:21]([C:31]3[CH:32]=[C:33]4[C:38](=[CH:39][CH:40]=3)[CH2:37][N:36]([C:41]([O:43][C:44]([CH3:47])([CH3:46])[CH3:45])=[O:42])[CH2:35][CH2:34]4)[C:16]2=[CH:15][N:14]=1, predict the reactants needed to synthesize it. The reactants are: [F:1][C:2]1[C:7]([O:8][CH3:9])=[CH:6][C:5]([O:10][CH3:11])=[C:4]([F:12])[C:3]=1[C:13]1[N:18]=[C:17]2[NH:19][N:20]=[C:21](I)[C:16]2=[CH:15][N:14]=1.CC1(C)C(C)(C)OB([C:31]2[CH:32]=[C:33]3[C:38](=[CH:39][CH:40]=2)[CH2:37][N:36]([C:41]([O:43][C:44]([CH3:47])([CH3:46])[CH3:45])=[O:42])[CH2:35][CH2:34]3)O1. (7) Given the product [CH2:2]([O:4][C:5]([CH2:7][C:8](=[O:29])[CH:9]=[P:10]([C:23]1[CH:28]=[CH:27][CH:26]=[CH:25][CH:24]=1)([C:11]1[CH:12]=[CH:13][CH:14]=[CH:15][CH:16]=1)[C:17]1[CH:22]=[CH:21][CH:20]=[CH:19][CH:18]=1)=[O:6])[CH3:3], predict the reactants needed to synthesize it. The reactants are: [Cl-].[CH2:2]([O:4][C:5]([CH2:7][C:8](=[O:29])[CH2:9][P+:10]([C:23]1[CH:28]=[CH:27][CH:26]=[CH:25][CH:24]=1)([C:17]1[CH:22]=[CH:21][CH:20]=[CH:19][CH:18]=1)[C:11]1[CH:16]=[CH:15][CH:14]=[CH:13][CH:12]=1)=[O:6])[CH3:3].C(=O)([O-])[O-].[Na+].[Na+]. (8) The reactants are: C[Si]([N-][Si](C)(C)C)(C)C.[Na+].[F:11][C:12]1[CH:17]=[C:16]([CH3:18])[CH:15]=[CH:14][N:13]=1.[Br:19][C:20]1[CH:30]=[CH:29][C:23]([C:24](OCC)=[O:25])=[CH:22][CH:21]=1.Cl.[OH-].[Na+]. Given the product [Br:19][C:20]1[CH:30]=[CH:29][C:23]([C:24](=[O:25])[CH2:18][C:16]2[CH:15]=[CH:14][N:13]=[C:12]([F:11])[CH:17]=2)=[CH:22][CH:21]=1, predict the reactants needed to synthesize it. (9) Given the product [I:1][C:2]1[N:6]2[CH:7]=[C:8]([C:11]3[CH:12]=[CH:13][C:14]([C:15]([OH:17])=[O:16])=[CH:20][CH:21]=3)[N:9]=[CH:10][C:5]2=[N:4][CH:3]=1, predict the reactants needed to synthesize it. The reactants are: [I:1][C:2]1[N:6]2[CH:7]=[C:8]([C:11]3[CH:21]=[CH:20][C:14]([C:15]([O:17]CC)=[O:16])=[CH:13][CH:12]=3)[N:9]=[CH:10][C:5]2=[N:4][CH:3]=1.[Li+].[OH-].O. (10) Given the product [NH2:41][C:38]1[N:39]=[CH:40][C:35]([C:2]2[N:11]=[C:10]([NH:12][CH2:13][CH:14]([C:21]3[CH:26]=[CH:25][CH:24]=[CH:23][CH:22]=3)[N:15]3[CH2:20][CH2:19][CH2:18][CH2:17][CH2:16]3)[C:9]3[C:4](=[CH:5][CH:6]=[CH:7][CH:8]=3)[N:3]=2)=[CH:36][N:37]=1, predict the reactants needed to synthesize it. The reactants are: Cl[C:2]1[N:11]=[C:10]([NH:12][CH2:13][CH:14]([C:21]2[CH:26]=[CH:25][CH:24]=[CH:23][CH:22]=2)[N:15]2[CH2:20][CH2:19][CH2:18][CH2:17][CH2:16]2)[C:9]2[C:4](=[CH:5][CH:6]=[CH:7][CH:8]=2)[N:3]=1.CC1(C)C(C)(C)OB([C:35]2[CH:36]=[N:37][C:38]([NH2:41])=[N:39][CH:40]=2)O1.N1C=CN2C=C(C3N=C(NCC(C4C=CC=CC=4)C4NC=CC=4)C4C(=CC=CC=4)N=3)C=CC=12.